This data is from Catalyst prediction with 721,799 reactions and 888 catalyst types from USPTO. The task is: Predict which catalyst facilitates the given reaction. Reactant: [OH:1][C:2]1[CH:7]=[CH:6][C:5]([S:8]([OH:11])(=[O:10])=[O:9])=[CH:4][CH:3]=1.Br[C:13]1[S:14][C:15]([Br:18])=[CH:16][N:17]=1.C(=O)([O-])[O-].[K+].[K+]. Product: [Br:18][C:15]1[S:14][C:13]([O:1][C:2]2[CH:7]=[CH:6][C:5]([S:8]([OH:11])(=[O:9])=[O:10])=[CH:4][CH:3]=2)=[N:17][CH:16]=1. The catalyst class is: 3.